From a dataset of Catalyst prediction with 721,799 reactions and 888 catalyst types from USPTO. Predict which catalyst facilitates the given reaction. Reactant: [CH:1]([C:4]1[CH:13]=[CH:12][C:7]2[N:8]=[C:9]([NH2:11])[S:10][C:6]=2[CH:5]=1)([CH3:3])[CH3:2].[NH2:14][C:15]1[CH:16]=[C:17]([CH:27]=[CH:28][C:29]=1[NH:30][CH3:31])[C:18]([NH:20][CH2:21][C:22](=[O:26])[N:23]([CH3:25])[CH3:24])=[O:19].[CH2:32](Cl)CCl. Product: [CH3:24][N:23]([CH3:25])[C:22]([CH2:21][NH:20][C:18]([C:17]1[CH:27]=[CH:28][C:29]2[N:30]([CH3:32])[C:31]([NH:11][C:9]3[S:10][C:6]4[CH:5]=[C:4]([CH:1]([CH3:3])[CH3:2])[CH:13]=[CH:12][C:7]=4[N:8]=3)=[N:14][C:15]=2[CH:16]=1)=[O:19])=[O:26]. The catalyst class is: 3.